From a dataset of Forward reaction prediction with 1.9M reactions from USPTO patents (1976-2016). Predict the product of the given reaction. Given the reactants [CH:1](/[C:7]1[N:11]2[N:12]=[C:13]([NH:16][CH2:17][CH2:18][CH2:19][NH:20]C(=O)OC(C)(C)C)[CH:14]=[CH:15][C:10]2=[N:9][CH:8]=1)=[CH:2]\[CH2:3][CH2:4][CH2:5][CH3:6], predict the reaction product. The product is: [CH:1](/[C:7]1[N:11]2[N:12]=[C:13]([NH:16][CH2:17][CH2:18][CH2:19][NH2:20])[CH:14]=[CH:15][C:10]2=[N:9][CH:8]=1)=[CH:2]\[CH2:3][CH2:4][CH2:5][CH3:6].